The task is: Predict the product of the given reaction.. This data is from Forward reaction prediction with 1.9M reactions from USPTO patents (1976-2016). (1) Given the reactants [C:1](=[O:12])(OC(Cl)(Cl)Cl)OC(Cl)(Cl)Cl.[NH2:13][C:14]1[CH:15]=[C:16]([CH:33]=[CH:34][C:35]=1[F:36])[O:17][C:18]1[N:23]=[C:22]2[S:24][C:25]([NH:27][C:28]([CH:30]3[CH2:32][CH2:31]3)=[O:29])=[N:26][C:21]2=[CH:20][CH:19]=1.C(N(CC)CC)C.[N:44]1[CH:49]=[CH:48][CH:47]=[CH:46][C:45]=1[CH2:50][NH2:51], predict the reaction product. The product is: [F:36][C:35]1[CH:34]=[CH:33][C:16]([O:17][C:18]2[N:23]=[C:22]3[S:24][C:25]([NH:27][C:28]([CH:30]4[CH2:32][CH2:31]4)=[O:29])=[N:26][C:21]3=[CH:20][CH:19]=2)=[CH:15][C:14]=1[NH:13][C:1](=[O:12])[NH:51][CH2:50][C:45]1[CH:46]=[CH:47][CH:48]=[CH:49][N:44]=1. (2) Given the reactants [C:1]([O:5][CH2:6][CH3:7])(=[O:4])[CH2:2][OH:3].[H-].[Na+].C([O:12][C:13](=O)[C:14]1[C:19](Br)=[C:18]([Br:21])[CH:17]=[N:16][CH:15]=1)C, predict the reaction product. The product is: [CH2:6]([O:5][C:1]([C:2]1[O:3][C:19]2[C:18]([Br:21])=[CH:17][N:16]=[CH:15][C:14]=2[C:13]=1[OH:12])=[O:4])[CH3:7].